From a dataset of Reaction yield outcomes from USPTO patents with 853,638 reactions. Predict the reaction yield, written as a fraction of the theoretical maximum amount of product (1.0 means a 100% yield; for example, 0.34 means a 34% yield). (1) The reactants are [OH:1][CH2:2][C:3]1[C:4]([C:16]2[CH:21]=[CH:20][C:19]([O:22][C:23](=[O:31])[C:24]3[CH:29]=[CH:28][CH:27]=[CH:26][C:25]=3[CH3:30])=[CH:18][C:17]=2[O:32][CH3:33])=[CH:5][CH:6]=[C:7]2[C:12]=1[NH:11][C:10](=[O:13])[C:9]([CH3:15])([CH3:14])[NH:8]2.[CH3:34][O:35][C:36]1[CH:41]=[CH:40][C:39]([N+:42]([O-:44])=[O:43])=[CH:38][C:37]=1O.C(P(CCCC)CCCC)CCC.N(C(N1CCCCC1)=O)=NC(N1CCCCC1)=O.C1CCN(C(/N=N/C(N2CCCCC2)=O)=O)CC1. The catalyst is O1CCCC1. The product is [CH3:33][O:32][C:17]1[CH:18]=[C:19]([O:22][C:23](=[O:31])[C:24]2[CH:29]=[CH:28][CH:27]=[CH:26][C:25]=2[CH3:30])[CH:20]=[CH:21][C:16]=1[C:4]1[C:3]([CH2:2][O:1][C:37]2[CH:38]=[C:39]([N+:42]([O-:44])=[O:43])[CH:40]=[CH:41][C:36]=2[O:35][CH3:34])=[C:12]2[C:7]([NH:8][C:9]([CH3:14])([CH3:15])[C:10](=[O:13])[NH:11]2)=[CH:6][CH:5]=1. The yield is 0.410. (2) No catalyst specified. The yield is 0.890. The reactants are [NH:1]1[CH2:6][CH2:5][O:4][CH2:3][CH2:2]1.[F:7][C:8]([F:24])([C:15]([F:23])([F:22])[C:16]([F:21])([F:20])[CH:17]([F:19])[F:18])[CH2:9][O:10][CH2:11][CH:12]1[O:14][CH2:13]1. The product is [O:4]1[CH2:5][CH2:6][N:1]([CH2:13][CH:12]([OH:14])[CH2:11][O:10][CH2:9][C:8]([F:7])([F:24])[C:15]([F:22])([F:23])[C:16]([F:21])([F:20])[CH:17]([F:19])[F:18])[CH2:2][CH2:3]1. (3) The reactants are S(Cl)(Cl)=O.[N+:5]([C:8]1[C:9]([C:13]([OH:15])=[O:14])=[N:10][NH:11][CH:12]=1)([O-:7])=[O:6].[CH3:16][CH2:17]O. No catalyst specified. The product is [CH2:16]([O:14][C:13]([C:9]1[C:8]([N+:5]([O-:7])=[O:6])=[CH:12][NH:11][N:10]=1)=[O:15])[CH3:17]. The yield is 0.960. (4) The reactants are [CH2:1]([O:3][C:4]([C:6]1([C:9]2[CH:14]=[CH:13][C:12]([C:15]3[CH:20]=[CH:19][C:18]([C:21]4[S:22][C:23]([F:29])=[CH:24][C:25]=4C(O)=O)=[CH:17][CH:16]=3)=[CH:11][CH:10]=2)[CH2:8][CH2:7]1)=[O:5])[CH3:2].C([N:32]([CH2:35]C)CC)C.C1(P(N=[N+]=[N-])(C2C=CC=CC=2)=[O:44])C=CC=CC=1.[Cl:54][C:55]1[CH:60]=[CH:59][CH:58]=[CH:57][C:56]=1[C@H:61]([OH:63])[CH3:62]. The catalyst is C(OCC)(=O)C.O.C1(C)C=CC=CC=1. The product is [CH2:1]([O:3][C:4]([C:6]1([C:9]2[CH:10]=[CH:11][C:12]([C:15]3[CH:20]=[CH:19][C:18]([C:21]4[S:22][C:23]([F:29])=[CH:24][C:25]=4[NH:32][C:35]([O:63][C@@H:61]([C:56]4[CH:57]=[CH:58][CH:59]=[CH:60][C:55]=4[Cl:54])[CH3:62])=[O:44])=[CH:17][CH:16]=3)=[CH:13][CH:14]=2)[CH2:7][CH2:8]1)=[O:5])[CH3:2]. The yield is 0.750. (5) The reactants are [I-].[C:2]([O:6][C:7]([C:9]1[CH:14]=[CH:13][C:12]([C:15]2[CH:20]=[CH:19][N+:18]([CH3:21])=[CH:17][CH:16]=2)=[CH:11][C:10]=1[N+:22]([O-])=O)=[O:8])([CH3:5])([CH3:4])[CH3:3].[H][H]. The catalyst is CO. The product is [NH2:22][C:10]1[CH:11]=[C:12]([CH:15]2[CH2:16][CH2:17][N:18]([CH3:21])[CH2:19][CH2:20]2)[CH:13]=[CH:14][C:9]=1[C:7]([O:6][C:2]([CH3:3])([CH3:4])[CH3:5])=[O:8]. The yield is 0.980.